Dataset: NCI-60 drug combinations with 297,098 pairs across 59 cell lines. Task: Regression. Given two drug SMILES strings and cell line genomic features, predict the synergy score measuring deviation from expected non-interaction effect. (1) Drug 1: CCC(=C(C1=CC=CC=C1)C2=CC=C(C=C2)OCCN(C)C)C3=CC=CC=C3.C(C(=O)O)C(CC(=O)O)(C(=O)O)O. Drug 2: C1C(C(OC1N2C=NC(=NC2=O)N)CO)O. Cell line: NCIH23. Synergy scores: CSS=9.88, Synergy_ZIP=-3.45, Synergy_Bliss=-0.144, Synergy_Loewe=-1.16, Synergy_HSA=-0.134. (2) Drug 1: CN(CCCl)CCCl.Cl. Drug 2: CN(C(=O)NC(C=O)C(C(C(CO)O)O)O)N=O. Cell line: DU-145. Synergy scores: CSS=10.8, Synergy_ZIP=-2.68, Synergy_Bliss=0.0785, Synergy_Loewe=-16.5, Synergy_HSA=-3.39. (3) Drug 1: CC1CCC2CC(C(=CC=CC=CC(CC(C(=O)C(C(C(=CC(C(=O)CC(OC(=O)C3CCCCN3C(=O)C(=O)C1(O2)O)C(C)CC4CCC(C(C4)OC)OCCO)C)C)O)OC)C)C)C)OC. Drug 2: CC(C)CN1C=NC2=C1C3=CC=CC=C3N=C2N. Cell line: UACC-257. Synergy scores: CSS=2.31, Synergy_ZIP=-0.267, Synergy_Bliss=0.941, Synergy_Loewe=2.02, Synergy_HSA=0.159. (4) Drug 1: CN1C2=C(C=C(C=C2)N(CCCl)CCCl)N=C1CCCC(=O)O.Cl. Drug 2: C#CCC(CC1=CN=C2C(=N1)C(=NC(=N2)N)N)C3=CC=C(C=C3)C(=O)NC(CCC(=O)O)C(=O)O. Cell line: SNB-19. Synergy scores: CSS=-3.19, Synergy_ZIP=2.25, Synergy_Bliss=2.47, Synergy_Loewe=0.966, Synergy_HSA=-0.911.